From a dataset of Forward reaction prediction with 1.9M reactions from USPTO patents (1976-2016). Predict the product of the given reaction. (1) Given the reactants CC1C=CN=C([CH:8]2[CH2:11][N:10]([C:12]([O:14][C:15]([CH3:18])([CH3:17])[CH3:16])=[O:13])[CH2:9]2)C=1.I[C:20]1[N:25]=[CH:24][C:23]([CH3:26])=[CH:22][N:21]=1.BrC1C=C(C)C=CN=1, predict the reaction product. The product is: [CH3:26][C:23]1[CH:22]=[N:21][C:20]([CH:8]2[CH2:9][N:10]([C:12]([O:14][C:15]([CH3:18])([CH3:17])[CH3:16])=[O:13])[CH2:11]2)=[N:25][CH:24]=1. (2) Given the reactants [F:1][C:2]([F:20])([F:19])[C:3]([N:5]1[CH2:11][CH:10]([CH3:12])[C:9]2[CH:13]=[C:14]([Br:18])[C:15]([OH:17])=[CH:16][C:8]=2[CH2:7][CH2:6]1)=[O:4].[CH2:21](Br)[C:22]1[CH:27]=[CH:26][CH:25]=[CH:24][CH:23]=1.C1CCN2C(=NCCC2)CC1, predict the reaction product. The product is: [F:20][C:2]([F:19])([F:1])[C:3]([N:5]1[CH2:11][CH:10]([CH3:12])[C:9]2[CH:13]=[C:14]([Br:18])[C:15]([O:17][CH2:21][C:22]3[CH:27]=[CH:26][CH:25]=[CH:24][CH:23]=3)=[CH:16][C:8]=2[CH2:7][CH2:6]1)=[O:4]. (3) Given the reactants [CH2:1]([C:3]1[C:30]([F:31])=[C:29]([S:32]([CH3:35])(=[O:34])=[O:33])[CH:28]=[CH:27][C:4]=1[C:5]([N:7]1[CH2:13][C:12]2[CH:14]=[C:15]([C:18]3[CH:26]=[CH:25][C:21]([C:22]([OH:24])=O)=[CH:20][CH:19]=3)[CH:16]=[CH:17][C:11]=2[O:10][CH2:9][CH2:8]1)=[O:6])[CH3:2].[C:36]1([NH2:43])[CH:41]=[CH:40][CH:39]=[CH:38][C:37]=1[NH2:42].CCN(C(C)C)C(C)C.CN(C(ON1N=NC2C=CC=NC1=2)=[N+](C)C)C.F[P-](F)(F)(F)(F)F, predict the reaction product. The product is: [NH2:42][C:37]1[CH:38]=[CH:39][CH:40]=[CH:41][C:36]=1[NH:43][C:22](=[O:24])[C:21]1[CH:25]=[CH:26][C:18]([C:15]2[CH:16]=[CH:17][C:11]3[O:10][CH2:9][CH2:8][N:7]([C:5](=[O:6])[C:4]4[CH:27]=[CH:28][C:29]([S:32]([CH3:35])(=[O:34])=[O:33])=[C:30]([F:31])[C:3]=4[CH2:1][CH3:2])[CH2:13][C:12]=3[CH:14]=2)=[CH:19][CH:20]=1. (4) The product is: [Cl:1][C:2]1[N:7]=[C:6]([C:8]2[NH:9][C:10]3[C:15]([C:16]=2[F:18])=[CH:14][CH:13]=[CH:12][CH:11]=3)[C:5]([OH:17])=[CH:4][CH:3]=1. Given the reactants [Cl:1][C:2]1[N:7]=[C:6]([C:8]2[NH:9][C:10]3[C:15]([CH:16]=2)=[CH:14][CH:13]=[CH:12][CH:11]=3)[C:5]([OH:17])=[CH:4][CH:3]=1.[F:18][B-](F)(F)F.ClC[N+]12CC[N+](F)(CC1)CC2.F[B-](F)(F)F, predict the reaction product.